Dataset: Full USPTO retrosynthesis dataset with 1.9M reactions from patents (1976-2016). Task: Predict the reactants needed to synthesize the given product. Given the product [F:47][CH:45]([F:46])[CH2:44][N:41]1[CH2:42][CH2:43][N:38]([C:35]2[CH:36]=[CH:37][C:32]([C:30]3[NH:29][C:25]4[N:26]=[CH:27][N:28]=[C:23]([C:21]5[CH:20]=[CH:19][C:4]([O:5][CH:6]6[CH2:7][CH2:8][NH:9][CH2:10][CH2:11]6)=[C:3]([CH:22]=5)[C:1]#[N:2])[C:24]=4[CH:31]=3)=[CH:33][CH:34]=2)[CH2:39][CH2:40]1, predict the reactants needed to synthesize it. The reactants are: [C:1]([C:3]1[CH:22]=[C:21]([C:23]2[C:24]3[CH:31]=[C:30]([C:32]4[CH:37]=[CH:36][C:35]([N:38]5[CH2:43][CH2:42][N:41]([CH2:44][CH:45]([F:47])[F:46])[CH2:40][CH2:39]5)=[CH:34][CH:33]=4)[N:29](COCC[Si](C)(C)C)[C:25]=3[N:26]=[CH:27][N:28]=2)[CH:20]=[CH:19][C:4]=1[O:5][CH:6]1[CH2:11][CH2:10][N:9](C(OC(C)(C)C)=O)[CH2:8][CH2:7]1)#[N:2].